From a dataset of Full USPTO retrosynthesis dataset with 1.9M reactions from patents (1976-2016). Predict the reactants needed to synthesize the given product. (1) Given the product [Br:8][C:3]1[C:4]([CH3:7])=[N:5][O:6][C:2]=1[NH:1][S:21]([C:17]1[S:18][CH:19]=[CH:20][C:16]=1[S:15][C:9]1[CH:14]=[CH:13][CH:12]=[CH:11][CH:10]=1)(=[O:23])=[O:22], predict the reactants needed to synthesize it. The reactants are: [NH2:1][C:2]1[O:6][N:5]=[C:4]([CH3:7])[C:3]=1[Br:8].[C:9]1([S:15][C:16]2[CH:20]=[CH:19][S:18][C:17]=2[S:21](Cl)(=[O:23])=[O:22])[CH:14]=[CH:13][CH:12]=[CH:11][CH:10]=1. (2) Given the product [C:1]([C:5]1[CH:22]=[CH:21][C:8]([CH2:9][N:10]2[C:14](=[O:15])[N:13]([CH2:16][CH2:17][CH3:18])[C:12]([CH2:19][O:20][C:36]([C:35]3[CH:34]=[CH:33][C:32]([S:31][C:29]([CH3:41])([CH3:30])[C:28]([OH:42])=[O:27])=[CH:40][CH:39]=3)=[O:37])=[N:11]2)=[CH:7][CH:6]=1)([CH3:2])([CH3:3])[CH3:4], predict the reactants needed to synthesize it. The reactants are: [C:1]([C:5]1[CH:22]=[CH:21][C:8]([CH2:9][N:10]2[C:14](=[O:15])[N:13]([CH2:16][CH2:17][CH3:18])[C:12]([CH2:19][OH:20])=[N:11]2)=[CH:7][CH:6]=1)([CH3:4])([CH3:3])[CH3:2].C([O:27][C:28](=[O:42])[C:29]([CH3:41])([S:31][C:32]1[CH:40]=[CH:39][C:35]([C:36](O)=[O:37])=[CH:34][CH:33]=1)[CH3:30])(C)(C)C.C(Cl)CCl. (3) Given the product [CH3:1][O:2][C:3]1[CH:12]=[C:11]2[C:6](=[CH:5][CH:4]=1)[CH:7]1[CH:15]([C:16]([O:18][CH2:19][CH3:20])=[O:17])[CH:8]1[CH2:9][CH2:10]2, predict the reactants needed to synthesize it. The reactants are: [CH3:1][O:2][C:3]1[CH:12]=[C:11]2[C:6]([CH:7]=[CH:8][CH2:9][CH2:10]2)=[CH:5][CH:4]=1.[N+](=[CH:15][C:16]([O:18][CH2:19][CH3:20])=[O:17])=[N-]. (4) Given the product [CH:1]1([N:4]2[C:8]3[C:9]([O:22][C@@H:23]([C@H:25]4[CH2:29][NH:28][C:27](=[O:30])[CH2:26]4)[CH3:24])=[CH:10][C:11]([C:32]4[S:36][C:35]([CH:37]5[CH2:42][CH2:41][O:40][CH2:39][CH2:38]5)=[N:34][CH:33]=4)=[CH:12][C:7]=3[N:6]=[CH:5]2)[CH2:2][CH2:3]1, predict the reactants needed to synthesize it. The reactants are: [CH:1]1([N:4]2[C:8]3[C:9]([O:22][C@@H:23]([C@H:25]4[CH2:29][NH:28][C:27](=[O:30])[CH2:26]4)[CH3:24])=[CH:10][C:11](B4OC(C)(C)C(C)(C)O4)=[CH:12][C:7]=3[N:6]=[CH:5]2)[CH2:3][CH2:2]1.Br[C:32]1[S:36][C:35]([CH:37]2[CH2:42][CH2:41][O:40][CH2:39][CH2:38]2)=[N:34][CH:33]=1.C([O-])([O-])=O.[Na+].[Na+].N#N. (5) The reactants are: Br[C:2]1[N:6]2[N:7]=[C:8]([N:11]3[CH2:16][CH2:15][N:14]([C:17](=[O:22])[C:18]([CH3:21])([CH3:20])[CH3:19])[CH2:13][CH2:12]3)[CH:9]=[CH:10][C:5]2=[N:4][CH:3]=1.[C:23]1(B(O)O)[CH:28]=[CH:27][CH:26]=[CH:25][CH:24]=1.O.[O-]P([O-])([O-])=O.[K+].[K+].[K+].[Cl:41]CCl.N#N. Given the product [ClH:41].[CH3:19][C:18]([CH3:21])([CH3:20])[C:17]([N:14]1[CH2:15][CH2:16][N:11]([C:8]2[CH:9]=[CH:10][C:5]3[N:6]([C:2]([C:23]4[CH:28]=[CH:27][CH:26]=[CH:25][CH:24]=4)=[CH:3][N:4]=3)[N:7]=2)[CH2:12][CH2:13]1)=[O:22], predict the reactants needed to synthesize it. (6) Given the product [NH2:14][C:8]1[CH:7]=[C:3]([C:4]([OH:6])=[O:5])[C:2]([Cl:1])=[CH:10][C:9]=1[C:11]([OH:13])=[O:12], predict the reactants needed to synthesize it. The reactants are: [Cl:1][C:2]1[CH:10]=[C:9]([C:11]([OH:13])=[O:12])[C:8]([N+:14]([O-])=O)=[CH:7][C:3]=1[C:4]([OH:6])=[O:5].C(=O)(O)[O-].[Na+].C.